This data is from HIV replication inhibition screening data with 41,000+ compounds from the AIDS Antiviral Screen. The task is: Binary Classification. Given a drug SMILES string, predict its activity (active/inactive) in a high-throughput screening assay against a specified biological target. (1) The molecule is N#CCCN(CCC#N)c1ccc(C=C(NC(=O)c2cc([N+](=O)[O-])ccc2Cl)C(=O)N=[N+]=[N-])cc1. The result is 0 (inactive). (2) The compound is CC1C(=O)OC1C(O)CO. The result is 0 (inactive). (3) The drug is CC(=O)OCC1OC(=O)C2OC(c3ccccc3)OC12. The result is 0 (inactive).